This data is from Reaction yield outcomes from USPTO patents with 853,638 reactions. The task is: Predict the reaction yield, written as a fraction of the theoretical maximum amount of product (1.0 means a 100% yield; for example, 0.34 means a 34% yield). (1) The reactants are C(N([CH2:6][CH3:7])CC)C.[C:8](Cl)(=[O:15])[C:9]1[CH:14]=[CH:13][CH:12]=[CH:11][CH:10]=1.O.[CH2:18]1[CH2:22][O:21][CH2:20][CH2:19]1. The catalyst is Cl[Pd](Cl)([P](C1C=CC=CC=1)(C1C=CC=CC=1)C1C=CC=CC=1)[P](C1C=CC=CC=1)(C1C=CC=CC=1)C1C=CC=CC=1.[Cu]I. The product is [CH2:22]([O:21][CH2:20][C:6]#[C:7][C:8]([C:9]1[CH:14]=[CH:13][CH:12]=[CH:11][CH:10]=1)=[O:15])[CH:18]=[CH:19][C:9]1[CH:14]=[CH:13][CH:12]=[CH:11][CH:10]=1. The yield is 0.690. (2) The reactants are [C:1]([C:3]1[N:8]=[CH:7][C:6]([CH2:9][CH2:10][C:11]([O:13][C:14]([CH3:17])([CH3:16])[CH3:15])=[O:12])=[CH:5][CH:4]=1)#[N:2].[C:18](OC)(=[O:26])[C:19]1[C:20](=[CH:22][CH:23]=[CH:24][CH:25]=1)[SH:21].C(N(CC)CC)C. The catalyst is C1(C)C=CC=CC=1. The product is [O:26]=[C:18]1[C:19]2[CH:25]=[CH:24][CH:23]=[CH:22][C:20]=2[S:21][C:1]([C:3]2[N:8]=[CH:7][C:6]([CH2:9][CH2:10][C:11]([O:13][C:14]([CH3:17])([CH3:16])[CH3:15])=[O:12])=[CH:5][CH:4]=2)=[N:2]1. The yield is 0.980. (3) The reactants are [C:1]([O:5][C:6]([N:8]1[CH2:13][CH2:12][CH:11]([O:14][C:15]2[CH:20]=[CH:19][C:18]([C:21]#[N:22])=[C:17]([CH3:23])[CH:16]=2)[CH2:10][CH2:9]1)=[O:7])([CH3:4])([CH3:3])[CH3:2].CO[CH:26](OC)[N:27]([CH3:29])[CH3:28].N1CC[CH2:34][CH2:33]1. No catalyst specified. The product is [C:1]([O:5][C:6]([N:8]1[CH2:9][CH2:10][CH:11]([O:14][C:15]2[CH:20]=[CH:19][C:18]([C:21]#[N:22])=[C:17](/[CH:23]=[CH:29]/[N:27]3[CH2:26][CH2:34][CH2:33][CH2:28]3)[CH:16]=2)[CH2:12][CH2:13]1)=[O:7])([CH3:4])([CH3:3])[CH3:2]. The yield is 0.830.